From a dataset of Reaction yield outcomes from USPTO patents with 853,638 reactions. Predict the reaction yield, written as a fraction of the theoretical maximum amount of product (1.0 means a 100% yield; for example, 0.34 means a 34% yield). The catalyst is C1COCC1. The product is [Cl:30][C:27]1[CH:28]=[CH:29][C:24]([O:23][C:20]2[CH:19]=[CH:18][C:17]([CH2:16][CH2:15][O:14][C:11]3[NH:12][CH:13]=[C:8]([CH2:7][C:6]4[O:36][C:1]([CH3:2])=[N:4][N:5]=4)[C:9](=[O:35])[N:10]=3)=[CH:22][CH:21]=2)=[CH:25][C:26]=1[C:31]([F:34])([F:32])[F:33]. The reactants are [C:1]([NH:4][NH:5][C:6](=[O:36])[CH2:7][C:8]1[C:9](=[O:35])[N:10]=[C:11]([O:14][CH2:15][CH2:16][C:17]2[CH:22]=[CH:21][C:20]([O:23][C:24]3[CH:29]=[CH:28][C:27]([Cl:30])=[C:26]([C:31]([F:34])([F:33])[F:32])[CH:25]=3)=[CH:19][CH:18]=2)[NH:12][CH:13]=1)(=O)[CH3:2].CC[N+](S(N=C(OC)[O-])(=O)=O)(CC)CC. The yield is 0.0980.